Dataset: Peptide-MHC class II binding affinity with 134,281 pairs from IEDB. Task: Regression. Given a peptide amino acid sequence and an MHC pseudo amino acid sequence, predict their binding affinity value. This is MHC class II binding data. (1) The peptide sequence is PLSVASMTSPLLTWD. The MHC is HLA-DPA10201-DPB11401 with pseudo-sequence HLA-DPA10201-DPB11401. The binding affinity (normalized) is 0.350. (2) The peptide sequence is DLGRNEVVNDVSTFS. The MHC is DRB4_0101 with pseudo-sequence DRB4_0103. The binding affinity (normalized) is 0.146. (3) The binding affinity (normalized) is 0.722. The MHC is DRB3_0101 with pseudo-sequence DRB3_0101. The peptide sequence is QIHQYIMALREEYFD. (4) The peptide sequence is LDAKSTWYGKPTGAG. The MHC is HLA-DPA10301-DPB10402 with pseudo-sequence HLA-DPA10301-DPB10402. The binding affinity (normalized) is 0. (5) The MHC is HLA-DPA10103-DPB10201 with pseudo-sequence YAFFMFSGGAILNTLFGQFEYFDIEEVRMHLGMT. The binding affinity (normalized) is 0.0947. The peptide sequence is YDEPMTPGQCNMVVE. (6) The peptide sequence is IIIDSKDTERQLAAM. The MHC is DRB1_1501 with pseudo-sequence DRB1_1501. The binding affinity (normalized) is 0.229. (7) The peptide sequence is ACPGTSVIIDGNCDGKK. The binding affinity (normalized) is 0.373. The MHC is HLA-DQA10201-DQB10303 with pseudo-sequence HLA-DQA10201-DQB10303. (8) The peptide sequence is LEDARRLKAIYEK. The MHC is DRB1_0701 with pseudo-sequence DRB1_0701. The binding affinity (normalized) is 0. (9) The peptide sequence is FLLMYEMHRESLLKS. The MHC is H-2-IAb with pseudo-sequence H-2-IAb. The binding affinity (normalized) is 0.183. (10) The peptide sequence is KNKVNLLTHSINALI. The MHC is DRB1_0901 with pseudo-sequence DRB1_0901. The binding affinity (normalized) is 0.596.